From a dataset of Full USPTO retrosynthesis dataset with 1.9M reactions from patents (1976-2016). Predict the reactants needed to synthesize the given product. (1) Given the product [CH3:3][C:4]1[N:5]([C:20]2[CH:25]=[CH:24][CH:23]=[CH:22][CH:21]=2)[C:6]([C:14]2[CH:19]=[CH:18][CH:17]=[CH:16][CH:15]=2)=[CH:7][C:8]=1[C:9]([OH:11])=[O:10], predict the reactants needed to synthesize it. The reactants are: [OH-].[Na+].[CH3:3][C:4]1[N:5]([C:20]2[CH:25]=[CH:24][CH:23]=[CH:22][CH:21]=2)[C:6]([C:14]2[CH:19]=[CH:18][CH:17]=[CH:16][CH:15]=2)=[CH:7][C:8]=1[C:9]([O:11]CC)=[O:10]. (2) The reactants are: [Cl-].[Br:2][C:3]1[CH:8]=[CH:7][C:6]([C@H:9]([NH3+:11])[CH3:10])=[C:5]([F:12])[CH:4]=1.[F:13][C:14]([F:25])([F:24])[C:15]([NH:17][C:18]1([C:21](O)=[O:22])[CH2:20][CH2:19]1)=[O:16].C(Cl)CCl.C1C=NC2N(O)N=NC=2C=1.C(N(CC)CC)C. Given the product [Br:2][C:3]1[CH:8]=[CH:7][C:6]([C@H:9]([NH:11][C:21]([C:18]2([NH:17][C:15](=[O:16])[C:14]([F:13])([F:24])[F:25])[CH2:19][CH2:20]2)=[O:22])[CH3:10])=[C:5]([F:12])[CH:4]=1, predict the reactants needed to synthesize it. (3) Given the product [S:1]([O-:5])([O-:4])(=[O:3])=[O:2].[Ba+2:6].[CH4:7].[S:1]([O-:5])([O-:4])(=[O:3])=[O:2].[Ba+2:6], predict the reactants needed to synthesize it. The reactants are: [S:1]([O-:5])([O-:4])(=[O:3])=[O:2].[Ba+2:6].[CH4:7]. (4) Given the product [CH2:1]([C:3]1[CH:8]=[CH:7][C:6]([CH:9]2[CH2:14][NH:13][CH2:12][CH:11]([NH:15][C:16](=[O:19])[O:17][CH3:18])[CH2:10]2)=[CH:5][CH:4]=1)[CH3:2], predict the reactants needed to synthesize it. The reactants are: [CH2:1]([C:3]1[CH:8]=[CH:7][C:6]([C:9]2[CH:10]=[C:11]([NH:15][C:16](=[O:19])[O:17][CH3:18])[CH:12]=[N:13][CH:14]=2)=[CH:5][CH:4]=1)[CH3:2]. (5) Given the product [OH:11][C:9]1[CH:8]=[CH:7][C:5]2[N:6]=[C:2]([C:24]3[CH:23]=[CH:22][C:21]([C:19]([N:16]4[CH2:15][CH2:14][CH:13]([CH3:12])[CH2:18][CH2:17]4)=[O:20])=[CH:26][CH:25]=3)[S:3][C:4]=2[CH:10]=1, predict the reactants needed to synthesize it. The reactants are: Br[C:2]1[S:3][C:4]2[CH:10]=[C:9]([OH:11])[CH:8]=[CH:7][C:5]=2[N:6]=1.[CH3:12][CH:13]1[CH2:18][CH2:17][N:16]([C:19]([C:21]2[CH:26]=[CH:25][C:24](B(O)O)=[CH:23][CH:22]=2)=[O:20])[CH2:15][CH2:14]1.P([O-])([O-])([O-])=O.[K+].[K+].[K+]. (6) Given the product [CH3:27][O:28][C:29](=[O:30])[NH:31][C:32]1[NH:26][C:25]2[CH:24]=[CH:23][C:4]([C:5](=[O:6])[C:7]3[CH:22]=[CH:21][CH:20]=[CH:19][C:8]=3[C:9]([CH2:5][C:4]3[CH:23]=[CH:24][CH:25]=[CH:2][CH:3]=3)=[O:11])=[CH:3][C:2]=2[N:1]=1, predict the reactants needed to synthesize it. The reactants are: [NH2:1][C:2]1[CH:3]=[C:4]([CH:23]=[CH:24][C:25]=1[NH2:26])[C:5]([C:7]1[CH:22]=[CH:21][CH:20]=[CH:19][C:8]=1[C:9]([O:11]CC1C=CC=CC=1)=O)=[O:6].[CH3:27][O:28][C:29]([NH:31][C:32](=NC(OC)=O)SC)=[O:30]. (7) Given the product [OH:26][C@H:7]1[C@@H:6]([OH:27])[C@H:5]([OH:4])[C@@H:10]([CH2:11][OH:12])[O:9][C@@H:8]1[C:16]1[CH:17]=[C:18]([CH:23]=[CH:24][CH:25]=1)[C:19]([OH:21])=[O:20], predict the reactants needed to synthesize it. The reactants are: C([O:4][C@@H:5]1[C@@H:10]([CH2:11][O:12]C(=O)C)[O:9][C@H:8]([C:16]2[CH:17]=[C:18]([CH:23]=[CH:24][CH:25]=2)[C:19]([O:21]C)=[O:20])[C@@H:7]([OH:26])[C@H:6]1[OH:27])(=O)C.CO[Na].[OH-].[Na+]. (8) Given the product [C:1]([O:5][C:6]([NH:8][N:9]1[CH2:14][C:13](/[C:15](/[Cl:26])=[N:16]/[OH:17])=[N:12][N:11]([C:18]([O:20][C:21]([CH3:24])([CH3:23])[CH3:22])=[O:19])[C:10]1=[O:25])=[O:7])([CH3:4])([CH3:3])[CH3:2], predict the reactants needed to synthesize it. The reactants are: [C:1]([O:5][C:6]([NH:8][N:9]1[CH2:14][C:13](/[CH:15]=[N:16]/[OH:17])=[N:12][N:11]([C:18]([O:20][C:21]([CH3:24])([CH3:23])[CH3:22])=[O:19])[C:10]1=[O:25])=[O:7])([CH3:4])([CH3:3])[CH3:2].[Cl:26]N1C(=O)CCC1=O. (9) The reactants are: F[Sb-](F)(F)(F)(F)F.C(OC1C=CC([I+:23][C:24]2[CH:29]=[CH:28][C:27]([O:30][C:31]([CH2:34][C:35]([CH3:38])(C)C)(C)C)=[CH:26][CH:25]=2)=CC=1)(CC(C)(C)C)(C)C.[K+].[F:40][C:41]([F:59])([S:55]([O-:58])(=[O:57])=[O:56])[C:42]([F:54])([F:53])[C:43]([F:52])([F:51])[C:44]([F:50])([F:49])[S:45]([O-:48])(=[O:47])=[O:46].[K+].ClCCl. Given the product [F:50][C:44]([F:49])([S:45]([O-:48])(=[O:47])=[O:46])[C:43]([F:52])([F:51])[C:42]([F:53])([F:54])[C:41]([F:40])([F:59])[S:55]([O-:58])(=[O:56])=[O:57].[CH2:31]([O:30][C:27]1[CH:26]=[CH:25][C:24]([IH+:23])=[CH:29][CH:28]=1)[CH2:34][CH2:35][CH2:38][CH2:41][CH2:42][CH2:43][CH3:44].[CH2:31]([O:30][C:27]1[CH:26]=[CH:25][C:24]([IH+:23])=[CH:29][CH:28]=1)[CH2:34][CH2:35][CH2:38][CH2:41][CH2:42][CH2:43][CH3:44], predict the reactants needed to synthesize it.